From a dataset of Reaction yield outcomes from USPTO patents with 853,638 reactions. Predict the reaction yield, written as a fraction of the theoretical maximum amount of product (1.0 means a 100% yield; for example, 0.34 means a 34% yield). (1) The reactants are [H-].[H-].[H-].[H-].[Li+].[Al+3].[F:7][C:8]1([F:20])[O:12][C:11]2[CH:13]=[CH:14][C:15]([C:17](O)=[O:18])=[CH:16][C:10]=2[O:9]1.O.[OH-].[Na+]. The catalyst is C1COCC1. The product is [F:20][C:8]1([F:7])[O:12][C:11]2[CH:13]=[CH:14][C:15]([CH2:17][OH:18])=[CH:16][C:10]=2[O:9]1. The yield is 0.913. (2) The reactants are CON(C)[C:4](=[O:32])[C:5]1[CH:10]=[CH:9][CH:8]=[C:7]([NH:11][C:12]2[CH:17]=[C:16]([NH:18][C:19]3[CH:24]=[CH:23][C:22]([O:25][C:26]4[CH:31]=[CH:30][CH:29]=[CH:28][CH:27]=4)=[CH:21][CH:20]=3)[N:15]=[CH:14][N:13]=2)[CH:6]=1.[H-].[H-].[H-].[H-].[Li+].[Al+3]. The catalyst is C1COCC1. The product is [O:25]([C:22]1[CH:21]=[CH:20][C:19]([NH:18][C:16]2[N:15]=[CH:14][N:13]=[C:12]([NH:11][C:7]3[CH:6]=[C:5]([CH:10]=[CH:9][CH:8]=3)[CH:4]=[O:32])[CH:17]=2)=[CH:24][CH:23]=1)[C:26]1[CH:27]=[CH:28][CH:29]=[CH:30][CH:31]=1. The yield is 0.920.